Dataset: Forward reaction prediction with 1.9M reactions from USPTO patents (1976-2016). Task: Predict the product of the given reaction. (1) Given the reactants Cl[C:2]1[CH:7]=[C:6]([C:8]([F:11])([F:10])[F:9])[CH:5]=[CH:4][C:3]=1[C:12]1[CH:21]=[CH:20][CH:19]=[C:18]2[C:13]=1[CH:14]=[CH:15][C:16]([S:22]([NH:25][C:26]1[CH:31]=[CH:30][N:29]=[CH:28][N:27]=1)(=[O:24])=[O:23])=[CH:17]2.CC1(C)C(C)(C)OB([C:40]2[CH2:45][CH2:44][N:43]([C:46]([O:48][C:49]([CH3:52])([CH3:51])[CH3:50])=[O:47])[CH2:42][CH:41]=2)O1.P([O-])([O-])([O-])=O.[K+].[K+].[K+], predict the reaction product. The product is: [N:29]1[CH:30]=[CH:31][C:26]([NH:25][S:22]([C:16]2[CH:17]=[C:18]3[C:13](=[CH:14][CH:15]=2)[C:12]([C:3]2[CH:4]=[CH:5][C:6]([C:8]([F:9])([F:10])[F:11])=[CH:7][C:2]=2[C:40]2[CH2:45][CH2:44][N:43]([C:46]([O:48][C:49]([CH3:52])([CH3:51])[CH3:50])=[O:47])[CH2:42][CH:41]=2)=[CH:21][CH:20]=[CH:19]3)(=[O:24])=[O:23])=[N:27][CH:28]=1. (2) Given the reactants [C:1]([CH2:3][NH:4][C:5](=[O:33])[C@H:6]([CH2:29][CH:30]([CH3:32])[CH3:31])[NH:7][C@@H:8]([C:13]1[CH:18]=[CH:17][C:16]([C:19]2[CH:24]=[CH:23][C:22]([S:25]([CH3:28])(=[O:27])=[O:26])=[CH:21][CH:20]=2)=[CH:15][CH:14]=1)[C:9]([F:12])([F:11])[F:10])#[N:2].F[P-](F)(F)(F)(F)F.N1(OC(N(C)C)=[N+](C)C)[C:45]2N=CC=C[C:44]=2N=N1.Cl.C1(N)CC1.[NH4+], predict the reaction product. The product is: [C:1]([C:3]1([NH:4][C:5](=[O:33])[C@H:6]([CH2:29][CH:30]([CH3:31])[CH3:32])[NH:7][C@@H:8]([C:13]2[CH:18]=[CH:17][C:16]([C:19]3[CH:20]=[CH:21][C:22]([S:25]([CH3:28])(=[O:27])=[O:26])=[CH:23][CH:24]=3)=[CH:15][CH:14]=2)[C:9]([F:10])([F:12])[F:11])[CH2:45][CH2:44]1)#[N:2].